From a dataset of Reaction yield outcomes from USPTO patents with 853,638 reactions. Predict the reaction yield, written as a fraction of the theoretical maximum amount of product (1.0 means a 100% yield; for example, 0.34 means a 34% yield). (1) The product is [F:32][C:26]1[CH:27]=[C:28]([I:31])[CH:29]=[CH:30][C:25]=1[NH:24][C:6]1[C:5]([C:3]([OH:4])=[O:2])=[CH:13][CH:12]=[C:11]2[C:7]=1[CH:8]=[N:9][N:10]2[S:14]([C:17]1[CH:18]=[CH:19][C:20]([CH3:23])=[CH:21][CH:22]=1)(=[O:16])=[O:15]. The reactants are C[O:2][C:3]([C:5]1[C:6]([NH:24][C:25]2[CH:30]=[CH:29][C:28]([I:31])=[CH:27][C:26]=2[F:32])=[C:7]2[C:11](=[CH:12][CH:13]=1)[N:10]([S:14]([C:17]1[CH:22]=[CH:21][C:20]([CH3:23])=[CH:19][CH:18]=1)(=[O:16])=[O:15])[N:9]=[CH:8]2)=[O:4].CCCC[Sn](O[Sn](CCCC)(CCCC)CCCC)(CCCC)CCCC. The catalyst is C1(C)C=CC=CC=1. The yield is 0.920. (2) The reactants are [CH3:1][CH:2]([NH:9][C:10]1[N:18]=[CH:17][C:16]([F:19])=[CH:15][C:11]=1[C:12]([OH:14])=O)[CH2:3][CH2:4][CH2:5][CH:6]([CH3:8])[CH3:7].C(N(CC)CC)C.[NH2:27][CH:28]1[CH2:33][CH2:32][CH:31]([NH:34][C:35]([C:37]2[N:38]=[C:39]3[CH:44]=[CH:43][C:42]([F:45])=[CH:41][N:40]3[CH:46]=2)=[O:36])[CH2:30][CH2:29]1. The catalyst is C(#N)C. The product is [CH3:1][CH:2]([NH:9][C:10]1[C:11]([C:12]([NH:27][C@@H:28]2[CH2:33][CH2:32][C@H:31]([NH:34][C:35]([C:37]3[N:38]=[C:39]4[CH:44]=[CH:43][C:42]([F:45])=[CH:41][N:40]4[CH:46]=3)=[O:36])[CH2:30][CH2:29]2)=[O:14])=[CH:15][C:16]([F:19])=[CH:17][N:18]=1)[CH2:3][CH2:4][CH2:5][CH:6]([CH3:7])[CH3:8]. The yield is 0.380. (3) The reactants are [Cl:1][C:2]1[N:7]=[C:6]([Cl:8])[N:5]=[C:4]([C:9]2[CH:14]=[C:13]([Cl:15])[CH:12]=[CH:11][C:10]=2C)[N:3]=1.ClC1C=CC(OCC)=[C:22](C=1)[C:23](O)=[O:24]. No catalyst specified. The yield is 0.310. The product is [Cl:8][C:6]1[N:7]=[C:2]([Cl:1])[N:3]=[C:4]([C:9]2[CH:14]=[C:13]([Cl:15])[CH:12]=[CH:11][C:10]=2[O:24][CH2:23][CH3:22])[N:5]=1. (4) The reactants are N[C:2]1[CH:3]=[C:4]([C:8]2[N:16]([CH2:17][C:18]3[C:23]([F:24])=[CH:22][CH:21]=[CH:20][C:19]=3[Cl:25])[C:15]3[C:14](=[O:26])[N:13]([CH3:27])[C:12](=[O:28])[N:11]([CH3:29])[C:10]=3[N:9]=2)[CH:5]=[CH:6][CH:7]=1.Cl.N([O-])=[O:32].[Na+]. The catalyst is O. The product is [Cl:25][C:19]1[CH:20]=[CH:21][CH:22]=[C:23]([F:24])[C:18]=1[CH2:17][N:16]1[C:15]2[C:14](=[O:26])[N:13]([CH3:27])[C:12](=[O:28])[N:11]([CH3:29])[C:10]=2[N:9]=[C:8]1[C:4]1[CH:5]=[CH:6][CH:7]=[C:2]([OH:32])[CH:3]=1. The yield is 0.430. (5) The reactants are Br[C:2]1[CH:7]=[CH:6][C:5]([C:8]2[CH:13]=[CH:12][C:11]([N:14]3[CH:18]=[CH:17][CH:16]=[N:15]3)=[CH:10][CH:9]=2)=[CH:4][CH:3]=1.[B:19]1([B:19]2[O:23][C:22]([CH3:25])([CH3:24])[C:21]([CH3:27])([CH3:26])[O:20]2)[O:23][C:22]([CH3:25])([CH3:24])[C:21]([CH3:27])([CH3:26])[O:20]1.C([O-])(=O)C.[K+]. The catalyst is O1CCOCC1.CCOC(C)=O. The product is [CH3:26][C:21]1([CH3:27])[C:22]([CH3:25])([CH3:24])[O:23][B:19]([C:2]2[CH:7]=[CH:6][C:5]([C:8]3[CH:13]=[CH:12][C:11]([N:14]4[CH:18]=[CH:17][CH:16]=[N:15]4)=[CH:10][CH:9]=3)=[CH:4][CH:3]=2)[O:20]1. The yield is 0.790. (6) The reactants are [Br:1][C:2]1[C:3]([C:11]2[CH:12]=[N:13][CH:14]=[CH:15][CH:16]=2)=[N:4][O:5][C:6]=1[Si](C)(C)C.[NH4+].[OH-]. The catalyst is CCO. The product is [Br:1][C:2]1[C:3]([C:11]2[CH:12]=[N:13][CH:14]=[CH:15][CH:16]=2)=[N:4][O:5][CH:6]=1. The yield is 0.820. (7) The reactants are Br[C:2]1[CH:3]=[C:4]([CH2:8][N:9]2[CH2:14][CH2:13][N:12]([C:15]([O:17][C:18]([CH3:21])([CH3:20])[CH3:19])=[O:16])[C@@H:11]([CH3:22])[CH2:10]2)[CH:5]=[CH:6][CH:7]=1.[Li]CCCC.[B:28](OC)([O:31]C)[O:29]C.[NH4+].[Cl-]. The catalyst is C1COCC1.O. The product is [CH3:19][C:18]([O:17][C:15]([N:12]1[CH2:13][CH2:14][N:9]([CH2:8][C:4]2[CH:3]=[C:2]([B:28]([OH:31])[OH:29])[CH:7]=[CH:6][CH:5]=2)[CH2:10][C@@H:11]1[CH3:22])=[O:16])([CH3:21])[CH3:20]. The yield is 1.00.